The task is: Binary Classification. Given a miRNA mature sequence and a target amino acid sequence, predict their likelihood of interaction.. This data is from Experimentally validated miRNA-target interactions with 360,000+ pairs, plus equal number of negative samples. (1) Result: 0 (no interaction). The protein sequence of the target gene is MKFAEHLSAHITPEWRKQYIQYEAFKDMLYSAQDQAPSVEVTDEDTVKRYFAKFEEKFFQTCEKELAKINTFYSEKLAEAQRRFATLQNELQSSLDVQKESSGVTTLRQRRKPVFHLSHEERVQHRNIKDLKLAFSEFYLSLILLQNYQNLNFTGFRKILKKHDKILETSRGADWRVIHVEVAPFYTCKKINQLISETEAVVTNELEDGDRQKAMKRLRVPPLGAAQPAPAWTTFRVGLFCGIFIVLNITLVFAAVFKLETDRTVWPLIRIYRGGFLLIEFLFLLGINTYGWRQAGVNHV.... The miRNA is mmu-miR-676-3p with sequence CCGUCCUGAGGUUGUUGAGCU. (2) The miRNA is hsa-miR-6813-5p with sequence CAGGGGCUGGGGUUUCAGGUUCU. The protein sequence of the target gene is MSLSLLFLIFCSHLIHSAWAHGEKRLTPEGQPAPPRNPGDSSGSRGRSSATFSSSSASSPVAASPGSQGSGSEHSSFQWSPSGRRTGSLYCRVGIGFHLQIYPDGKVNGSHEASVLSILEIFAVSQGIVGIRGVFSNKFLAMSKKGKLHASAKFTDDCKFRERFQENSYNTYASAIHRTEKTGREWYVALNKRGKAKRGCSPRVKPQHVSTHFLPRFKQSEQPELSFTVTVPEKKKPPVKPKVPLSQPRRSPSPVKYRLKFRFG. Result: 0 (no interaction).